Regression. Given two drug SMILES strings and cell line genomic features, predict the synergy score measuring deviation from expected non-interaction effect. From a dataset of NCI-60 drug combinations with 297,098 pairs across 59 cell lines. (1) Drug 2: C1=CC(=CC=C1C#N)C(C2=CC=C(C=C2)C#N)N3C=NC=N3. Drug 1: CN(C)N=NC1=C(NC=N1)C(=O)N. Synergy scores: CSS=-0.0505, Synergy_ZIP=-2.35, Synergy_Bliss=-4.84, Synergy_Loewe=-3.48, Synergy_HSA=-3.36. Cell line: SR. (2) Drug 1: CNC(=O)C1=NC=CC(=C1)OC2=CC=C(C=C2)NC(=O)NC3=CC(=C(C=C3)Cl)C(F)(F)F. Drug 2: B(C(CC(C)C)NC(=O)C(CC1=CC=CC=C1)NC(=O)C2=NC=CN=C2)(O)O. Cell line: DU-145. Synergy scores: CSS=28.4, Synergy_ZIP=1.93, Synergy_Bliss=1.04, Synergy_Loewe=-55.3, Synergy_HSA=-2.95. (3) Drug 1: CC1=C(C(CCC1)(C)C)C=CC(=CC=CC(=CC(=O)O)C)C. Drug 2: CCN(CC)CCCC(C)NC1=C2C=C(C=CC2=NC3=C1C=CC(=C3)Cl)OC. Cell line: OVCAR-8. Synergy scores: CSS=28.1, Synergy_ZIP=-8.44, Synergy_Bliss=-3.56, Synergy_Loewe=-25.8, Synergy_HSA=-4.22. (4) Drug 1: CC1C(C(CC(O1)OC2CC(OC(C2O)C)OC3=CC4=CC5=C(C(=O)C(C(C5)C(C(=O)C(C(C)O)O)OC)OC6CC(C(C(O6)C)O)OC7CC(C(C(O7)C)O)OC8CC(C(C(O8)C)O)(C)O)C(=C4C(=C3C)O)O)O)O. Drug 2: C(CN)CNCCSP(=O)(O)O. Cell line: HCT-15. Synergy scores: CSS=42.9, Synergy_ZIP=5.53, Synergy_Bliss=9.22, Synergy_Loewe=-22.6, Synergy_HSA=4.37.